From a dataset of Catalyst prediction with 721,799 reactions and 888 catalyst types from USPTO. Predict which catalyst facilitates the given reaction. (1) Reactant: Cl.Cl.[NH2:3][CH2:4][C:5]1[CH:6]=[N:7][N:8]([CH2:11][CH2:12][CH3:13])[C:9]=1[NH2:10].C(=O)([O-])[O-].[Na+].[Na+].[C:20](O[C:20]([O:22][C:23]([CH3:26])([CH3:25])[CH3:24])=[O:21])([O:22][C:23]([CH3:26])([CH3:25])[CH3:24])=[O:21].C(OCC)(=O)C. Product: [C:23]([O:22][C:20]([NH:3][CH2:4][C:5]1[CH:6]=[N:7][N:8]([CH2:11][CH2:12][CH3:13])[C:9]=1[NH2:10])=[O:21])([CH3:26])([CH3:25])[CH3:24]. The catalyst class is: 30. (2) Reactant: Br[CH2:2][C:3](=[O:6])[CH2:4][CH3:5].[C:7]([O-:15])(=[O:14])[C:8]1[CH:13]=[CH:12][CH:11]=[CH:10][CH:9]=1.[Na+].CN(C)C=O. Product: [C:7]([O:15][CH2:2][C:3](=[O:6])[CH2:4][CH3:5])(=[O:14])[C:8]1[CH:13]=[CH:12][CH:11]=[CH:10][CH:9]=1. The catalyst class is: 27. (3) Reactant: [F:1][C@H:2]1[C@H:7]([OH:8])[CH2:6][CH2:5][N:4]([C:9]([O:11][C:12]([CH3:15])([CH3:14])[CH3:13])=[O:10])[CH2:3]1.CC(C)([O-])C.[K+].F[C:23]1[CH:30]=[CH:29][C:28]([C:31]2[N:36]=[C:35]([NH:37][C:38]3[CH:43]=[CH:42][C:41]([N:44]4[CH2:49][CH2:48][N:47]([CH:50]5[CH2:53][O:52][CH2:51]5)[CH2:46][CH2:45]4)=[CH:40][CH:39]=3)[N:34]=[CH:33][N:32]=2)=[CH:27][C:24]=1[C:25]#[N:26].O. Product: [C:25]([C:24]1[CH:27]=[C:28]([C:31]2[N:36]=[C:35]([NH:37][C:38]3[CH:39]=[CH:40][C:41]([N:44]4[CH2:49][CH2:48][N:47]([CH:50]5[CH2:51][O:52][CH2:53]5)[CH2:46][CH2:45]4)=[CH:42][CH:43]=3)[N:34]=[CH:33][N:32]=2)[CH:29]=[CH:30][C:23]=1[O:8][C@@H:7]1[CH2:6][CH2:5][N:4]([C:9]([O:11][C:12]([CH3:15])([CH3:14])[CH3:13])=[O:10])[CH2:3][C@H:2]1[F:1])#[N:26]. The catalyst class is: 1. (4) Reactant: [CH3:1][CH:2]([NH:4][CH2:5][C:6]1[C:14]2[C:9](=[N:10][CH:11]=[CH:12][CH:13]=2)[N:8](C(OC(C)(C)C)=O)[N:7]=1)[CH3:3].[F:22][C:23]([F:35])([F:34])[S:24][C:25]1[CH:30]=[CH:29][C:28]([N:31]=[C:32]=[O:33])=[CH:27][CH:26]=1.FC(F)(F)C(O)=O. Product: [CH3:3][CH:2]([N:4]([CH2:5][C:6]1[C:14]2[C:9](=[N:10][CH:11]=[CH:12][CH:13]=2)[NH:8][N:7]=1)[C:32]([NH:31][C:28]1[CH:29]=[CH:30][C:25]([S:24][C:23]([F:34])([F:22])[F:35])=[CH:26][CH:27]=1)=[O:33])[CH3:1]. The catalyst class is: 2. (5) Reactant: [CH2:1]([O:3][C:4](=[O:14])/[CH:5]=[C:6](\[CH3:13])/[CH2:7][N:8]1[CH2:12][CH2:11][CH2:10][CH2:9]1)[CH3:2]. Product: [CH2:1]([O:3][C:4](=[O:14])[CH2:5][CH:6]([CH3:13])[CH2:7][N:8]1[CH2:12][CH2:11][CH2:10][CH2:9]1)[CH3:2]. The catalyst class is: 19.